This data is from Catalyst prediction with 721,799 reactions and 888 catalyst types from USPTO. The task is: Predict which catalyst facilitates the given reaction. (1) Reactant: [NH2:1][C:2]1[CH:3]=[C:4]([CH:20]=[CH:21][C:22]=1[C:23]([F:26])([F:25])[F:24])[C:5]([NH:7][C:8]1[CH:13]=[CH:12][C:11]([C:14]2[CH:19]=[CH:18][CH:17]=[CH:16][CH:15]=2)=[CH:10][CH:9]=1)=[O:6].N1C=CC=CC=1.[Cl:33][CH2:34][C:35](Cl)=[O:36]. Product: [C:11]1([C:14]2[CH:19]=[CH:18][CH:17]=[CH:16][CH:15]=2)[CH:10]=[CH:9][C:8]([NH:7][C:5](=[O:6])[C:4]2[CH:20]=[CH:21][C:22]([C:23]([F:24])([F:25])[F:26])=[C:2]([NH:1][C:35](=[O:36])[CH2:34][Cl:33])[CH:3]=2)=[CH:13][CH:12]=1. The catalyst class is: 2. (2) Reactant: [C:1]1(=[O:7])[O:6][C:4](=[O:5])[CH2:3][CH2:2]1.O[NH:9][C:10](=[NH:19])[C:11]1[CH:16]=[CH:15][C:14]([S:17][CH3:18])=[CH:13][CH:12]=1. Product: [CH3:18][S:17][C:14]1[CH:13]=[CH:12][C:11]([C:10]2[N:9]=[C:1]([CH2:2][CH2:3][C:4]([OH:6])=[O:5])[O:7][N:19]=2)=[CH:16][CH:15]=1. The catalyst class is: 3. (3) Reactant: N[C:2]1[C:11]2[N:10]=[C:9]([C:12]([O:14][CH3:15])=[O:13])[C:8](=[O:16])[NH:7][C:6]=2[N:5]=[C:4]([S:17][CH2:18][C:19]2[CH:24]=[CH:23][CH:22]=[CH:21][CH:20]=2)[N:3]=1.N(OCCC(C)C)=O.C(Br)(Br)[Br:34]. Product: [CH2:18]([S:17][C:4]1[N:3]=[C:2]([Br:34])[C:11]2[N:10]=[C:9]([C:12]([O:14][CH3:15])=[O:13])[C:8](=[O:16])[NH:7][C:6]=2[N:5]=1)[C:19]1[CH:24]=[CH:23][CH:22]=[CH:21][CH:20]=1. The catalyst class is: 3. (4) Reactant: C(=O)([O-])[O-].[K+].[K+].[Cl:7][C:8]1[C:9]2[C:21]([O:22]C=O)=[C:20]([O:25][CH2:26][C@@H:27]3[O:29][CH2:28]3)[CH:19]=[CH:18][C:10]=2[S:11][C:12]=1[C:13]([O:15][CH2:16][CH3:17])=[O:14].O. Product: [Cl:7][C:8]1[C:9]2[C:21]3[O:22][C@@H:27]([CH2:28][OH:29])[CH2:26][O:25][C:20]=3[CH:19]=[CH:18][C:10]=2[S:11][C:12]=1[C:13]([O:15][CH2:16][CH3:17])=[O:14]. The catalyst class is: 7. (5) Reactant: [C:1]1([C:7]2[NH:8][C:9]3[C:14]([CH:15]=2)=[CH:13][CH:12]=[CH:11][CH:10]=3)[CH:6]=[CH:5][CH:4]=[CH:3][CH:2]=1.[H-].[Na+].Br[CH2:19][C:20]1[CH:29]=[CH:28][C:23]([C:24]([O:26][CH3:27])=[O:25])=[CH:22][CH:21]=1.C(O)(=O)CC(CC(O)=O)(C(O)=O)O. The catalyst class is: 348. Product: [C:1]1([C:7]2[N:8]([CH2:19][C:20]3[CH:29]=[CH:28][C:23]([C:24]([O:26][CH3:27])=[O:25])=[CH:22][CH:21]=3)[C:9]3[C:14]([CH:15]=2)=[CH:13][CH:12]=[CH:11][CH:10]=3)[CH:6]=[CH:5][CH:4]=[CH:3][CH:2]=1.